This data is from Forward reaction prediction with 1.9M reactions from USPTO patents (1976-2016). The task is: Predict the product of the given reaction. Given the reactants [C:1](=O)([O-])[O-].[K+].[K+].CI.[CH3:9][O:10][C:11]1[C:12]([CH3:38])=[C:13]([C:20]([C:22]2[CH:23]=[C:24]3[C:29](=[CH:30][CH:31]=2)[NH:28][CH:27]=[C:26]([C:32]([O:34][CH2:35][CH3:36])=[O:33])[C:25]3=[O:37])=[O:21])[N:14]2[C:19]=1[CH:18]=[CH:17][CH:16]=[CH:15]2, predict the reaction product. The product is: [CH3:9][O:10][C:11]1[C:12]([CH3:38])=[C:13]([C:20]([C:22]2[CH:23]=[C:24]3[C:29](=[CH:30][CH:31]=2)[N:28]([CH3:1])[CH:27]=[C:26]([C:32]([O:34][CH2:35][CH3:36])=[O:33])[C:25]3=[O:37])=[O:21])[N:14]2[C:19]=1[CH:18]=[CH:17][CH:16]=[CH:15]2.